Dataset: Forward reaction prediction with 1.9M reactions from USPTO patents (1976-2016). Task: Predict the product of the given reaction. Given the reactants Cl.[NH2:2][C:3]1[CH:10]=[CH:9][C:8]([C:11]2[N:16]=[C:15]3[N:17](C4CCCCO4)[N:18]=[C:19]([C:20]4[CH:21]=[N:22][CH:23]=[CH:24][CH:25]=4)[C:14]3=[C:13]([CH:32]([F:34])[F:33])[CH:12]=2)=[CH:7][C:4]=1[C:5]#[N:6].O1CCOCC1.CC(C)=O.C(=O)([O-])O.[Na+], predict the reaction product. The product is: [NH2:2][C:3]1[CH:10]=[CH:9][C:8]([C:11]2[N:16]=[C:15]3[NH:17][N:18]=[C:19]([C:20]4[CH:21]=[N:22][CH:23]=[CH:24][CH:25]=4)[C:14]3=[C:13]([CH:32]([F:34])[F:33])[CH:12]=2)=[CH:7][C:4]=1[C:5]#[N:6].